From a dataset of Full USPTO retrosynthesis dataset with 1.9M reactions from patents (1976-2016). Predict the reactants needed to synthesize the given product. Given the product [CH2:1]([O:3][C:4]1[CH:5]=[C:6]([CH:9]=[C:10]([O:13][CH2:14][CH3:15])[C:11]=1[N:16]1[CH:20]=[N:19][CH:18]=[N:17]1)[CH:7]=[O:8])[CH3:2], predict the reactants needed to synthesize it. The reactants are: [CH2:1]([O:3][C:4]1[CH:5]=[C:6]([CH:9]=[C:10]([O:13][CH2:14][CH3:15])[C:11]=1F)[CH:7]=[O:8])[CH3:2].[NH:16]1[CH:20]=[N:19][CH:18]=[N:17]1.C([O-])([O-])=O.[K+].[K+].